Dataset: Full USPTO retrosynthesis dataset with 1.9M reactions from patents (1976-2016). Task: Predict the reactants needed to synthesize the given product. (1) Given the product [C:24]([O:23][C:21]([NH:1][CH2:2][CH2:3][CH2:4][CH2:5][C@H:6]([NH:7][C:8](=[O:9])[O:10][CH2:11][C:12]1[CH:13]=[CH:14][CH:15]=[CH:16][CH:17]=1)[C:30](=[O:29])[NH:57][CH2:58][C:59]1[CH:64]=[CH:63][CH:62]=[CH:61][N:60]=1)=[O:22])([CH3:25])([CH3:26])[CH3:27], predict the reactants needed to synthesize it. The reactants are: [NH:1]([C:21]([O:23][C:24]([CH3:27])([CH3:26])[CH3:25])=[O:22])[C@H:2](C(O)=O)[CH2:3][CH2:4][CH2:5][CH2:6][NH:7][C:8]([O:10][CH2:11][C:12]1[CH:17]=[CH:16][CH:15]=[CH:14][CH:13]=1)=[O:9].O.[OH:29][C:30]1C2N=NNC=2C=CC=1.C(N(CC)CC)C.CCN=C=NCCCN(C)C.[NH2:57][CH2:58][C:59]1[CH:64]=[CH:63][CH:62]=[CH:61][N:60]=1. (2) Given the product [N:1]([C:2]1[C:11]([C:12]2[CH:13]=[CH:14][C:15]([C:18]([O:20][CH3:21])=[O:19])=[CH:16][CH:17]=2)=[N:10][C:9]([C:22]2[CH:27]=[CH:26][C:25]([O:28][CH3:29])=[C:24]([F:30])[CH:23]=2)=[CH:8][C:3]=1[C:4]([O:6][CH3:7])=[O:5])=[N+:35]=[N-:36], predict the reactants needed to synthesize it. The reactants are: [NH2:1][C:2]1[C:11]([C:12]2[CH:17]=[CH:16][C:15]([C:18]([O:20][CH3:21])=[O:19])=[CH:14][CH:13]=2)=[N:10][C:9]([C:22]2[CH:27]=[CH:26][C:25]([O:28][CH3:29])=[C:24]([F:30])[CH:23]=2)=[CH:8][C:3]=1[C:4]([O:6][CH3:7])=[O:5].N([O-])=O.[Na+].[N-:35]=[N+:36]=[N-].[Na+].C(OCC)C. (3) Given the product [C:1]([C:5]1[CH:10]=[CH:9][C:8]([N:11]2[CH:12]([C:35]3[CH:36]=[C:37]([NH2:51])[C:38]([NH:39][CH2:40][C:41]4[CH:46]=[CH:45][C:44]([O:47][CH3:48])=[CH:43][CH:42]=4)=[CH:49][CH:50]=3)[CH2:13][CH2:14][CH:15]2[C:16]2[CH:17]=[C:18]([NH2:32])[C:19]([NH:20][CH2:21][C:22]3[CH:23]=[CH:24][C:25]([O:28][CH3:29])=[CH:26][CH:27]=3)=[CH:30][CH:31]=2)=[CH:7][CH:6]=1)([CH3:4])([CH3:2])[CH3:3], predict the reactants needed to synthesize it. The reactants are: [C:1]([C:5]1[CH:10]=[CH:9][C:8]([N:11]2[CH:15]([C:16]3[CH:31]=[CH:30][C:19]([NH:20][CH2:21][C:22]4[CH:27]=[CH:26][C:25]([O:28][CH3:29])=[CH:24][CH:23]=4)=[C:18]([N+:32]([O-])=O)[CH:17]=3)[CH2:14][CH2:13][CH:12]2[C:35]2[CH:50]=[CH:49][C:38]([NH:39][CH2:40][C:41]3[CH:46]=[CH:45][C:44]([O:47][CH3:48])=[CH:43][CH:42]=3)=[C:37]([N+:51]([O-])=O)[CH:36]=2)=[CH:7][CH:6]=1)([CH3:4])([CH3:3])[CH3:2]. (4) Given the product [C:46]([O:45][C:44]([NH:43][CH:39]1[CH2:40][CH2:41][CH2:42][N:37]([C:35]2[N:36]=[C:31]([C:12]3[C:11]4[C:15](=[CH:16][CH:17]=[C:9]([C:3]5[C:2]([F:1])=[CH:7][CH:6]=[CH:5][C:4]=5[F:8])[CH:10]=4)[N:14]([C:18]([O:20][C:21]([CH3:24])([CH3:23])[CH3:22])=[O:19])[CH:13]=3)[CH:32]=[N:33][CH:34]=2)[CH2:38]1)=[O:50])([CH3:49])([CH3:47])[CH3:48], predict the reactants needed to synthesize it. The reactants are: [F:1][C:2]1[CH:7]=[CH:6][CH:5]=[C:4]([F:8])[C:3]=1[C:9]1[CH:10]=[C:11]2[C:15](=[CH:16][CH:17]=1)[N:14]([C:18]([O:20][C:21]([CH3:24])([CH3:23])[CH3:22])=[O:19])[CH:13]=[C:12]2I.C([Sn](CCCC)(CCCC)[C:31]1[N:36]=[C:35]([N:37]2[CH2:42][CH2:41][CH2:40][CH:39]([NH:43][C:44](=[O:50])[O:45][C:46]([CH3:49])([CH3:48])[CH3:47])[CH2:38]2)[CH:34]=[N:33][CH:32]=1)CCC. (5) Given the product [Cl:54][C:55]1[C:64]2[C:59](=[CH:60][CH:61]=[C:62]([N+:65]([O-:67])=[O:66])[CH:63]=2)[N:58]=[C:57]([CH3:68])[N:56]=1.[CH3:2][NH:7][C:6]1[CH:5]=[CH:11][C:10]([O:26][CH3:19])=[CH:9][CH:8]=1, predict the reactants needed to synthesize it. The reactants are: C[C:2]1OC(=O)[C:5]2[CH:11]=[C:10]([N+]([O-])=O)[CH:9]=[CH:8][C:6]=2[N:7]=1.N1C2C(=CC=CC=2)[C:19](=[O:26])NC=1.CC1NC(=O)C2C(=CC=C([N+]([O-])=O)C=2)N=1.N.ClC1C2C(=CC=CC=2)N=CN=1.[Cl:54][C:55]1[C:64]2[C:59](=[CH:60][CH:61]=[C:62]([N+:65]([O-:67])=[O:66])[CH:63]=2)[N:58]=[C:57]([CH3:68])[N:56]=1.P(Cl)(Cl)(Cl)=O. (6) Given the product [Br:1][C:2]1[CH:3]=[C:4]2[C:8](=[C:9]([CH:11]([O:13][CH2:14][C:15]3([C:28]4[CH:33]=[CH:32][C:31]([F:34])=[CH:30][CH:29]=4)[CH2:20][CH2:19][NH:18][CH2:17][CH2:16]3)[CH3:12])[CH:10]=1)[NH:7][N:6]=[CH:5]2, predict the reactants needed to synthesize it. The reactants are: [Br:1][C:2]1[CH:10]=[C:9]([CH:11]([O:13][CH2:14][C:15]2([C:28]3[CH:33]=[CH:32][C:31]([F:34])=[CH:30][CH:29]=3)[CH2:20][CH2:19][N:18](C(OC(C)(C)C)=O)[CH2:17][CH2:16]2)[CH3:12])[C:8]2[C:4](=[CH:5][N:6](COCC[Si](C)(C)C)[N:7]=2)[CH:3]=1. (7) Given the product [Cl:1][C:2]1[CH:7]=[CH:6][C:5]([O:8][C:9](=[O:22])[N:10]([CH3:11])[C@H:12]2[CH2:17][CH2:16][C@H:15](/[CH:18]=[CH:19]/[CH2:20][N:24]([CH3:23])[CH2:25][CH2:26][CH3:27])[CH2:14][CH2:13]2)=[CH:4][CH:3]=1, predict the reactants needed to synthesize it. The reactants are: [Cl:1][C:2]1[CH:7]=[CH:6][C:5]([O:8][C:9](=[O:22])[N:10]([C@H:12]2[CH2:17][CH2:16][C@H:15](/[CH:18]=[CH:19]/[CH2:20]Cl)[CH2:14][CH2:13]2)[CH3:11])=[CH:4][CH:3]=1.[CH3:23][NH:24][CH2:25][CH2:26][CH3:27]. (8) Given the product [CH3:8][N:9]1[C:4](=[O:5])[CH:3]=[CH:2][C:1](=[O:7])[NH:10]1, predict the reactants needed to synthesize it. The reactants are: [C:1]1(=[O:7])O[C:4](=[O:5])[CH:3]=[CH:2]1.[CH3:8][NH:9][NH2:10].